Dataset: Reaction yield outcomes from USPTO patents with 853,638 reactions. Task: Predict the reaction yield, written as a fraction of the theoretical maximum amount of product (1.0 means a 100% yield; for example, 0.34 means a 34% yield). (1) The reactants are [C:1]([C:5]1[CH:9]=[C:8]([NH:10][C:11](=[O:38])[NH:12][C:13]2[C:22]3[C:17](=[CH:18][CH:19]=[CH:20][CH:21]=3)[C:16]([O:23][CH2:24][C:25]3[CH:30]=[CH:29][N:28]=[C:27]([NH:31][C:32](=[O:37])[CH2:33][CH2:34]SC)[CH:26]=3)=[CH:15][CH:14]=2)[N:7]([C:39]2[CH:44]=[CH:43][C:42]([CH3:45])=[CH:41][CH:40]=2)[N:6]=1)([CH3:4])([CH3:3])[CH3:2].O[O:47][S:48]([O-:50])=O.[K+].[CH3:52]N(C=O)C. The catalyst is O.CO.CC(O)=O. The product is [C:1]([C:5]1[CH:9]=[C:8]([NH:10][C:11](=[O:38])[NH:12][C:13]2[C:22]3[C:17](=[CH:18][CH:19]=[CH:20][CH:21]=3)[C:16]([O:23][CH2:24][C:25]3[CH:30]=[CH:29][N:28]=[C:27]([NH:31][C:32](=[O:37])[CH2:33][CH2:34][S:48]([CH3:52])(=[O:50])=[O:47])[CH:26]=3)=[CH:15][CH:14]=2)[N:7]([C:39]2[CH:40]=[CH:41][C:42]([CH3:45])=[CH:43][CH:44]=2)[N:6]=1)([CH3:2])([CH3:3])[CH3:4]. The yield is 0.380. (2) The reactants are [CH2:1]([C:3]1[CH:8]=[CH:7][CH:6]=[CH:5][N:4]=1)[CH3:2].C(OOC(=O)C1C=CC=CC=1)(=O)C1C=CC=CC=1.[Br:27]N1C(=O)CCC1=O. The catalyst is C(Cl)(Cl)(Cl)Cl. The product is [Br:27][CH:1]([C:3]1[CH:8]=[CH:7][CH:6]=[CH:5][N:4]=1)[CH3:2]. The yield is 0.499. (3) The reactants are Cl[CH2:2][CH2:3][CH2:4][S:5]([N:8]1[CH2:13][CH2:12][CH:11]([C:14]2[C:22]3[C:17](=[C:18]([C:29]([NH2:31])=[O:30])[CH:19]=[C:20]([C:23]4[CH:28]=[CH:27][CH:26]=[CH:25][CH:24]=4)[CH:21]=3)[NH:16][N:15]=2)[CH2:10][CH2:9]1)(=[O:7])=[O:6].C([O-])([O-])=O.[K+].[K+].[CH:38]1([NH2:42])[CH2:41][CH2:40][CH2:39]1.[I-].[Na+]. The catalyst is CN(C=O)C. The product is [CH:38]1([NH:42][CH2:2][CH2:3][CH2:4][S:5]([N:8]2[CH2:13][CH2:12][CH:11]([C:14]3[C:22]4[C:17](=[C:18]([C:29]([NH2:31])=[O:30])[CH:19]=[C:20]([C:23]5[CH:28]=[CH:27][CH:26]=[CH:25][CH:24]=5)[CH:21]=4)[NH:16][N:15]=3)[CH2:10][CH2:9]2)(=[O:7])=[O:6])[CH2:41][CH2:40][CH2:39]1. The yield is 0.190.